Dataset: Peptide-MHC class I binding affinity with 185,985 pairs from IEDB/IMGT. Task: Regression. Given a peptide amino acid sequence and an MHC pseudo amino acid sequence, predict their binding affinity value. This is MHC class I binding data. (1) The peptide sequence is GQGGSPTAM. The MHC is HLA-B44:03 with pseudo-sequence HLA-B44:03. The binding affinity (normalized) is 0. (2) The peptide sequence is FHGIFYSIF. The binding affinity (normalized) is 0.0847. The MHC is HLA-A02:03 with pseudo-sequence HLA-A02:03. (3) The peptide sequence is EINRVAACLR. The MHC is Patr-A0101 with pseudo-sequence Patr-A0101. The binding affinity (normalized) is 0.401. (4) The peptide sequence is VQIPEKKCF. The MHC is HLA-B15:01 with pseudo-sequence HLA-B15:01. The binding affinity (normalized) is 0.435.